From a dataset of Experimentally validated miRNA-target interactions with 360,000+ pairs, plus equal number of negative samples. Binary Classification. Given a miRNA mature sequence and a target amino acid sequence, predict their likelihood of interaction. (1) The miRNA is mmu-miR-26a-5p with sequence UUCAAGUAAUCCAGGAUAGGCU. The protein sequence of the target gene is MRAPGSGRLALPLLLLAVVALAEGDAKGLKEGETPGNFMEDEQWLSSISQYSGKIKHWNRFRDEVEDDYIKSWEDNQQGDEALDTTKDPCQKVKCSRHKVCVAQGYQRAMCISRKKLEHRIKQPSLKLHGGKDSVCKPCHMAQLASVCGSDGHTYSSVCKLEQQACLSSKQLAVRCEGPCPCPTEQSTASTTDSKSETCTGQDLADLGDRLRDWFQLLRENSKQNGSANSATNPAGLDKSLGASCKDSIGWMFSKLDTSGDLFLDQTELAAINLDKYEVCIRPFFNSCDTYKDGRVSTAE.... Result: 1 (interaction). (2) The miRNA is hsa-miR-6785-5p with sequence UGGGAGGGCGUGGAUGAUGGUG. The protein sequence of the target gene is MAAVVLPPTAASQREGHTEGGELVNELLKSWLKGLVTFEDVAVEFTQEEWALLDPAQRTLYRDVMLENCRNLASLGNQVDKPRLISQLEQEDKVMTEERGILSGTCPDVENPFKAKGLTPKLHVFRKEQSRNMKMERNHLGATLNECNQCFKVFSTKSSLTRHRKIHTGERPYGCSECGKSYSSRSYLAVHKRIHNGEKPYECNDCGKTFSSRSYLTVHKRIHNGEKPYECSDCGKTFSNSSYLRPHLRIHTGEKPYKCNQCFREFRTQSIFTRHKRVHTGEGHYVCNQCGKAFGTRSSL.... Result: 1 (interaction).